Dataset: Reaction yield outcomes from USPTO patents with 853,638 reactions. Task: Predict the reaction yield, written as a fraction of the theoretical maximum amount of product (1.0 means a 100% yield; for example, 0.34 means a 34% yield). The reactants are [C:1]([C:3]1[C:4]([S:13][CH3:14])=[N:5][C:6]([OH:12])=[C:7]([CH:11]=1)C(O)=O)#[N:2].C1CCCCC1. The catalyst is C1(OC2C=CC=CC=2)C=CC=CC=1. The product is [OH:12][C:6]1[CH:7]=[CH:11][C:3]([C:1]#[N:2])=[C:4]([S:13][CH3:14])[N:5]=1. The yield is 0.600.